The task is: Regression/Classification. Given a drug SMILES string, predict its absorption, distribution, metabolism, or excretion properties. Task type varies by dataset: regression for continuous measurements (e.g., permeability, clearance, half-life) or binary classification for categorical outcomes (e.g., BBB penetration, CYP inhibition). Dataset: cyp2c9_veith.. This data is from CYP2C9 inhibition data for predicting drug metabolism from PubChem BioAssay. (1) The compound is O=C(O)C[C@@H](C(=O)O)c1ccccc1[N+](=O)[O-]. The result is 0 (non-inhibitor). (2) The molecule is Cn1cccc1C(=O)N1CCC[C@@]2(CCN(c3cccc(-c4ccccc4)c3)C2)C1. The result is 0 (non-inhibitor). (3) The compound is COc1ccc2[nH]cc(CCNc3ncncc3-c3ccccc3OC)c2c1. The result is 1 (inhibitor). (4) The molecule is O=c1c(-c2cccc(Cl)c2)nc2cncnc2n1Cc1ccccc1Cl. The result is 1 (inhibitor). (5) The molecule is NC(N)=Nc1ccc(Cl)cc1. The result is 0 (non-inhibitor). (6) The compound is O=C1Cc2c([nH]c3ccc(Br)cc23)-c2ccccc2N1. The result is 0 (non-inhibitor).